Dataset: Forward reaction prediction with 1.9M reactions from USPTO patents (1976-2016). Task: Predict the product of the given reaction. (1) Given the reactants O=C1C2C(=CC=CC=2)N=C(C(OCC)=O)N1.[Br:17][C:18]1[CH:23]=[CH:22][C:21]([C:24]2[C:32]3[C:31](=[O:33])[NH:30][C:29]([C:34]([O:36]CC)=O)=[N:28][C:27]=3[S:26][CH:25]=2)=[CH:20][CH:19]=1.C1(C(C2C=CC=CC=2)(C2C=CC=CC=2)N2C=NC(CCCOC3C=C(CN)C=CN=3)=N2)C=CC=CC=1.C1(C(C2C=CC=CC=2)(C2C=CC=CC=2)[N:82]2[CH:86]=[N:85][C:84]([O:87][CH2:88][CH2:89][O:90][C:91]3[CH:92]=[C:93]([CH2:97][NH2:98])[CH:94]=[CH:95][CH:96]=3)=[N:83]2)C=CC=CC=1, predict the reaction product. The product is: [Br:17][C:18]1[CH:19]=[CH:20][C:21]([C:24]2[C:32]3[C:31](=[O:33])[NH:30][C:29]([C:34]([NH:98][CH2:97][C:93]4[CH:94]=[CH:95][CH:96]=[C:91]([O:90][CH2:89][CH2:88][O:87][C:84]5[N:85]=[CH:86][NH:82][N:83]=5)[CH:92]=4)=[O:36])=[N:28][C:27]=3[S:26][CH:25]=2)=[CH:22][CH:23]=1. (2) Given the reactants Cl[S:2]([OH:5])(=[O:4])=[O:3].[CH3:6][N:7]1[CH:12]=[CH:11][CH:10]=[CH:9][C:8]1=[O:13], predict the reaction product. The product is: [NH4+:7].[CH3:6][N:7]1[C:8](=[O:13])[CH:9]=[CH:10][C:11]([S:2]([O-:5])(=[O:4])=[O:3])=[CH:12]1.